From a dataset of Forward reaction prediction with 1.9M reactions from USPTO patents (1976-2016). Predict the product of the given reaction. (1) The product is: [CH3:15][C:16]1[CH:21]=[CH:20][N:19]([C:22]2[CH:23]=[CH:24][C:25]([N:28]3[CH2:29][CH2:30][N:31]([CH2:2][CH2:3][C:4]4[C:12]5[C:7](=[CH:8][CH:9]=[C:10]([C:13]#[N:14])[CH:11]=5)[NH:6][CH:5]=4)[CH2:32][CH2:33]3)=[CH:26][CH:27]=2)[C:18](=[O:34])[CH:17]=1. Given the reactants O=[CH:2][CH2:3][C:4]1[C:12]2[C:7](=[CH:8][CH:9]=[C:10]([C:13]#[N:14])[CH:11]=2)[NH:6][CH:5]=1.[CH3:15][C:16]1[CH:21]=[CH:20][N:19]([C:22]2[CH:27]=[CH:26][C:25]([N:28]3[CH2:33][CH2:32][NH:31][CH2:30][CH2:29]3)=[CH:24][CH:23]=2)[C:18](=[O:34])[CH:17]=1.C([BH3-])#N.[Na+].C(O)(=O)C, predict the reaction product. (2) Given the reactants Br[C:2]1[CH:7]=[CH:6][C:5]([C:8]2[N:9]([C:26]3[CH:31]=[CH:30][C:29]([Cl:32])=[CH:28][CH:27]=3)[C:10](=[O:25])[C:11]3[N:12]=[CH:13][N:14]([C:17]4[CH:22]=[CH:21][CH:20]=[C:19](SC)[CH:18]=4)[C:15]=3[N:16]=2)=[CH:4][CH:3]=1.[B:33]1([B:33]2[O:37][C:36]([CH3:39])([CH3:38])[C:35]([CH3:41])([CH3:40])[O:34]2)[O:37][C:36]([CH3:39])([CH3:38])[C:35]([CH3:41])([CH3:40])[O:34]1.C([O-])(=O)C.[K+].[CH3:56][N:57](C)C=O, predict the reaction product. The product is: [Cl:32][C:29]1[CH:28]=[CH:27][C:26]([N:9]2[C:10](=[O:25])[C:11]3[N:12]=[CH:13][N:14]([C:17]4[CH:18]=[C:19]([CH:20]=[CH:21][CH:22]=4)[C:56]#[N:57])[C:15]=3[N:16]=[C:8]2[C:5]2[CH:6]=[CH:7][C:2]([B:33]3[O:37][C:36]([CH3:39])([CH3:38])[C:35]([CH3:41])([CH3:40])[O:34]3)=[CH:3][CH:4]=2)=[CH:31][CH:30]=1. (3) Given the reactants [NH:1]1[CH:5]=[C:4]([CH2:6][OH:7])[N:3]=[CH:2]1.Br[CH2:9][C:10]1[CH:15]=[CH:14][C:13]([F:16])=[CH:12][CH:11]=1, predict the reaction product. The product is: [F:16][C:13]1[CH:14]=[CH:15][C:10]([CH2:9][N:1]2[CH:5]=[C:4]([CH2:6][OH:7])[N:3]=[CH:2]2)=[CH:11][CH:12]=1. (4) Given the reactants [CH2:1]([O:8][C:9]1[CH:16]=[CH:15][C:12]([C:13]#[N:14])=[CH:11][CH:10]=1)[C:2]1[CH:7]=[CH:6][CH:5]=[CH:4][CH:3]=1.[OH-:17].[K+], predict the reaction product. The product is: [CH2:1]([O:8][C:9]1[CH:10]=[CH:11][C:12]([C:13]([NH2:14])=[O:17])=[CH:15][CH:16]=1)[C:2]1[CH:3]=[CH:4][CH:5]=[CH:6][CH:7]=1. (5) Given the reactants [CH3:1][C:2]1[C:3]([C:7]2[N:11]([S:12]([C:15]3[CH:16]=[N:17][CH:18]=[CH:19][CH:20]=3)(=[O:14])=[O:13])[CH:10]=[C:9]([CH2:21][N:22](C)[C:23](=O)OC(C)(C)C)[CH:8]=2)=[CH:4][S:5][CH:6]=1.[C:31](=[O:34])([O-:33])O.[Na+].F[C:37](F)(F)[C:38]([OH:40])=[O:39], predict the reaction product. The product is: [C:38]([OH:40])(=[O:39])/[CH:37]=[CH:1]/[C:31]([OH:33])=[O:34].[CH3:23][NH:22][CH2:21][C:9]1[CH:8]=[C:7]([C:3]2[C:2]([CH3:1])=[CH:6][S:5][CH:4]=2)[N:11]([S:12]([C:15]2[CH:16]=[N:17][CH:18]=[CH:19][CH:20]=2)(=[O:13])=[O:14])[CH:10]=1. (6) Given the reactants [Cl:1][C:2]1[CH:9]=[C:8]([N:10]2[C:14](=[O:15])[CH:13]=[C:12]([OH:16])[CH:11]2[CH2:17][C:18]2[CH:23]=[CH:22][C:21]([F:24])=[CH:20][CH:19]=2)[CH:7]=[CH:6][C:3]=1[C:4]#[N:5].C(O)(=O)C.[BH4-].[Na+].O, predict the reaction product. The product is: [Cl:1][C:2]1[CH:9]=[C:8]([N:10]2[C:14](=[O:15])[CH2:13][C@H:12]([OH:16])[C@@H:11]2[CH2:17][C:18]2[CH:19]=[CH:20][C:21]([F:24])=[CH:22][CH:23]=2)[CH:7]=[CH:6][C:3]=1[C:4]#[N:5]. (7) The product is: [NH2:1][C:4]1[CH:5]=[C:6]([S:10]([NH:13][C:14]2[CH:15]=[C:16]([NH:20][C:21](=[O:27])[O:22][C:23]([CH3:25])([CH3:24])[CH3:26])[CH:17]=[CH:18][CH:19]=2)(=[O:12])=[O:11])[CH:7]=[CH:8][CH:9]=1. Given the reactants [N+:1]([C:4]1[CH:5]=[C:6]([S:10]([NH:13][C:14]2[CH:15]=[C:16]([NH:20][C:21](=[O:27])[O:22][C:23]([CH3:26])([CH3:25])[CH3:24])[CH:17]=[CH:18][CH:19]=2)(=[O:12])=[O:11])[CH:7]=[CH:8][CH:9]=1)([O-])=O, predict the reaction product.